From a dataset of Reaction yield outcomes from USPTO patents with 853,638 reactions. Predict the reaction yield, written as a fraction of the theoretical maximum amount of product (1.0 means a 100% yield; for example, 0.34 means a 34% yield). The reactants are [C:1]1([C:21]2[CH:26]=[CH:25][CH:24]=[CH:23][CH:22]=2)[CH:6]=[CH:5][C:4]([C:7]([N:9]2[CH2:13][C:12](=[N:14][O:15][CH3:16])[CH2:11][C@H:10]2[C:17](=[N:19][OH:20])[NH2:18])=[O:8])=[CH:3][CH:2]=1.[CH3:27][N:28]1[CH2:33][CH2:32][CH:31]([C:34](O)=O)[CH2:30][CH2:29]1. No catalyst specified. The product is [CH3:16][O:15][N:14]=[C:12]1[CH2:11][C@@H:10]([C:17]2[N:18]=[C:34]([CH:31]3[CH2:32][CH2:33][N:28]([CH3:27])[CH2:29][CH2:30]3)[O:20][N:19]=2)[N:9]([C:7]([C:4]2[CH:3]=[CH:2][C:1]([C:21]3[CH:26]=[CH:25][CH:24]=[CH:23][CH:22]=3)=[CH:6][CH:5]=2)=[O:8])[CH2:13]1. The yield is 0.850.